Dataset: Forward reaction prediction with 1.9M reactions from USPTO patents (1976-2016). Task: Predict the product of the given reaction. (1) The product is: [NH2:30][N:1]1[C:9]2[C:4](=[N:5][CH:6]=[C:7]([C:10]3[CH:11]=[N:12][N:13]([CH:15]4[CH2:16][CH2:17][N:18]([C:21]([O:23][C:24]([CH3:27])([CH3:26])[CH3:25])=[O:22])[CH2:19][CH2:20]4)[CH:14]=3)[CH:8]=2)[CH:3]=[CH:2]1. Given the reactants [NH:1]1[C:9]2[C:4](=[N:5][CH:6]=[C:7]([C:10]3[CH:11]=[N:12][N:13]([CH:15]4[CH2:20][CH2:19][N:18]([C:21]([O:23][C:24]([CH3:27])([CH3:26])[CH3:25])=[O:22])[CH2:17][CH2:16]4)[CH:14]=3)[CH:8]=2)[CH:3]=[CH:2]1.[H-].[Na+].[NH2:30]Cl.S([O-])([O-])(=O)=S.[Cl-].[NH4+], predict the reaction product. (2) The product is: [F:3][C:4]1[CH:5]=[CH:6][C:7](/[CH:12]=[CH:13]/[C:14]2[CH:15]=[CH:16][C:17]([O:20][CH3:21])=[CH:18][CH:19]=2)=[C:8]([CH2:9][OH:10])[CH:11]=1. Given the reactants [BH4-].[Na+].[F:3][C:4]1[CH:5]=[CH:6][C:7](/[CH:12]=[CH:13]/[C:14]2[CH:19]=[CH:18][C:17]([O:20][CH3:21])=[CH:16][CH:15]=2)=[C:8]([CH:11]=1)[CH:9]=[O:10], predict the reaction product. (3) Given the reactants [Cl:1][C:2]1[CH:7]=[CH:6][C:5]([C:8]2[N:9]([CH2:23][C@H:24]([OH:29])[C:25]([F:28])([F:27])[F:26])[C:10](=[O:22])[N:11]([CH2:13][C:14]3[N:18]=[C:17]([CH:19]([OH:21])[CH3:20])[NH:16][N:15]=3)[N:12]=2)=[CH:4][CH:3]=1.[F:30][CH:31]([F:41])[C:32]1[CH:33]=[C:34](B(O)O)[CH:35]=[CH:36][CH:37]=1, predict the reaction product. The product is: [Cl:1][C:2]1[CH:3]=[CH:4][C:5]([C:8]2[N:9]([CH2:23][C@H:24]([OH:29])[C:25]([F:26])([F:28])[F:27])[C:10](=[O:22])[N:11]([CH2:13][C:14]3[N:18]=[C:17]([CH:19]([OH:21])[CH3:20])[N:16]([C:36]4[CH:35]=[CH:34][CH:33]=[C:32]([CH:31]([F:41])[F:30])[CH:37]=4)[N:15]=3)[N:12]=2)=[CH:6][CH:7]=1. (4) Given the reactants [CH2:1]([O:8][C:9]1[C:14]2[CH:15]=[CH:16][O:17][C:13]=2[CH:12]=[CH:11][N:10]=1)[C:2]1[CH:7]=[CH:6][CH:5]=[CH:4][CH:3]=1.C([Li])CCC.CN(C)[C:25](=[O:27])[CH3:26], predict the reaction product. The product is: [CH2:1]([O:8][C:9]1[C:14]2[CH:15]=[C:16]([C:25](=[O:27])[CH3:26])[O:17][C:13]=2[CH:12]=[CH:11][N:10]=1)[C:2]1[CH:3]=[CH:4][CH:5]=[CH:6][CH:7]=1. (5) Given the reactants Cl[CH:2]([B:7]1[O:11][C@@H:10]2[CH2:12][C@@H:13]3[CH2:16][C@H:15]([C@:9]2([CH3:19])[O:8]1)[C:14]3([CH3:18])[CH3:17])[CH2:3][CH:4]([CH3:6])[CH3:5].[CH3:20][Si:21]([CH3:28])([CH3:27])[N-:22][Si:23]([CH3:26])([CH3:25])[CH3:24].[Li+], predict the reaction product. The product is: [CH3:20][Si:21]([CH3:28])([CH3:27])[N:22]([C@H:2]([B:7]1[O:11][C@@H:10]2[CH2:12][C@@H:13]3[CH2:16][C@H:15]([C@:9]2([CH3:19])[O:8]1)[C:14]3([CH3:18])[CH3:17])[CH2:3][CH:4]([CH3:6])[CH3:5])[Si:23]([CH3:26])([CH3:25])[CH3:24]. (6) Given the reactants F[C:2]1[CH:3]=[CH:4][C:5]([N+:10]([O-:12])=[O:11])=[C:6]([CH:9]=1)[NH:7][CH3:8].[CH3:13][C:14]1[N:19]=[C:18]([OH:20])[CH:17]=[C:16]([OH:21])[CH:15]=1.C(=O)([O-])[O-].[K+].[K+], predict the reaction product. The product is: [CH3:13][C:14]1[N:19]=[C:18]([OH:20])[CH:17]=[C:16]([O:21][C:2]2[CH:3]=[CH:4][C:5]([N+:10]([O-:12])=[O:11])=[C:6]([NH:7][CH3:8])[CH:9]=2)[CH:15]=1. (7) Given the reactants [NH:1]1[CH2:5][CH2:4][C@H:3]([OH:6])[CH2:2]1.[C:7]1([CH3:17])[CH:12]=[CH:11][C:10]([S:13](Cl)(=[O:15])=[O:14])=[CH:9][CH:8]=1.[OH-:18].[Na+].[OH2:20], predict the reaction product. The product is: [S:13]([N:1]1[CH2:5][CH2:4][C@H:3]([O:6][S:13]([C:10]2[CH:11]=[CH:12][C:7]([CH3:17])=[CH:8][CH:9]=2)(=[O:20])=[O:18])[CH2:2]1)([C:10]1[CH:11]=[CH:12][C:7]([CH3:17])=[CH:8][CH:9]=1)(=[O:15])=[O:14]. (8) Given the reactants S(S([O-])=O)([O-])=O.[Na+].[Na+].[CH2:9]([O:16][C:17]1[CH:24]=[CH:23][C:20]([CH:21]=O)=[CH:19][CH:18]=1)[C:10]1[CH:15]=[CH:14][CH:13]=[CH:12][CH:11]=1.[NH2:25][C:26]1[C:31]([N+:32]([O-])=O)=[C:30]([CH2:35][C:36]([O:38][CH2:39][CH3:40])=[O:37])[CH:29]=[CH:28][N:27]=1.[NH4+].[OH-], predict the reaction product. The product is: [CH2:9]([O:16][C:17]1[CH:24]=[CH:23][C:20]([C:21]2[NH:25][C:26]3=[N:27][CH:28]=[CH:29][C:30]([CH2:35][C:36]([O:38][CH2:39][CH3:40])=[O:37])=[C:31]3[N:32]=2)=[CH:19][CH:18]=1)[C:10]1[CH:15]=[CH:14][CH:13]=[CH:12][CH:11]=1. (9) Given the reactants [CH3:1][O:2][C:3](=[O:29])[C@@H:4]([NH:11][C:12](=[O:28])[C@@H:13]([NH:17][C:18]([O:20]CC1C=CC=CC=1)=O)[CH:14]([CH3:16])[CH3:15])[CH:5]1[CH2:10][CH2:9][CH2:8][CH2:7][CH2:6]1.COC([C@@H:34]1[CH2:38][C@H:37]([O:39][C:40]2[C:49]3[C:44](=[CH:45][C:46]([O:50][CH3:51])=[CH:47][CH:48]=3)[N:43]=[C:42]([C:52]3[CH:57]=[CH:56][CH:55]=[CH:54][CH:53]=3)[CH:41]=2)[CH2:36][C@H:35]1[C:58](=[O:71])[NH:59][C@H:60]([C:64]([O:66][C:67]([CH3:70])([CH3:69])[CH3:68])=[O:65])[CH2:61][CH2:62][CH3:63])=O.[Li+].[OH-].Cl, predict the reaction product. The product is: [C:67]([O:66][C:64](=[O:65])[C@@H:60]([NH:59][C:58]([C@@H:35]1[CH2:36][C@@H:37]([O:39][C:40]2[C:49]3[C:44](=[CH:45][C:46]([O:50][CH3:51])=[CH:47][CH:48]=3)[N:43]=[C:42]([C:52]3[CH:53]=[CH:54][CH:55]=[CH:56][CH:57]=3)[CH:41]=2)[CH2:38][C@H:34]1[C:18](=[O:20])[NH:17][C@H:13]([C:12](=[O:28])[NH:11][C@@H:4]([CH:5]1[CH2:6][CH2:7][CH2:8][CH2:9][CH2:10]1)[C:3]([O:2][CH3:1])=[O:29])[CH:14]([CH3:15])[CH3:16])=[O:71])[CH2:61][CH2:62][CH3:63])([CH3:68])([CH3:69])[CH3:70].